This data is from Full USPTO retrosynthesis dataset with 1.9M reactions from patents (1976-2016). The task is: Predict the reactants needed to synthesize the given product. (1) Given the product [ClH:19].[F:1][C:2]([F:17])([F:18])[C:3]1[CH:4]=[C:5]([CH:14]=[CH:15][CH:16]=1)[O:6][C:7]1[CH:8]=[CH:9][C:10]([NH:13][NH2:20])=[CH:11][CH:12]=1, predict the reactants needed to synthesize it. The reactants are: [F:1][C:2]([F:18])([F:17])[C:3]1[CH:4]=[C:5]([CH:14]=[CH:15][CH:16]=1)[O:6][C:7]1[CH:12]=[CH:11][C:10]([NH2:13])=[CH:9][CH:8]=1.[ClH:19].[N:20]([O-])=O.[Na+]. (2) Given the product [CH2:8]([O:7][C:1](=[O:6])[CH2:2][CH2:3][CH:4]1[CH2:5][C:17](=[O:18])[C:16]1([Cl:21])[Cl:15])[C:9]1[CH:14]=[CH:13][CH:12]=[CH:11][CH:10]=1, predict the reactants needed to synthesize it. The reactants are: [C:1]([O:7][CH2:8][C:9]1[CH:14]=[CH:13][CH:12]=[CH:11][CH:10]=1)(=[O:6])[CH2:2][CH2:3][CH:4]=[CH2:5].[Cl:15][C:16]([Cl:21])(Cl)[C:17](Cl)=[O:18]. (3) The reactants are: [F:1][C:2]1[CH:11]=[C:10]2[C:5]([C:6]([CH2:13][C:14]3[N:18]([CH3:19])[N:17]=[CH:16][N:15]=3)=[N:7][NH:8][C:9]2=[O:12])=[C:4]([NH:20][NH2:21])[CH:3]=1.[F:22][C:23]1[CH:30]=[CH:29][C:26]([CH:27]=O)=[CH:25][CH:24]=1. Given the product [F:1][C:2]1[CH:11]=[C:10]2[C:5]([C:6]([CH2:13][C:14]3[N:18]([CH3:19])[N:17]=[CH:16][N:15]=3)=[N:7][NH:8][C:9]2=[O:12])=[C:4]([NH:20]/[N:21]=[CH:27]/[C:26]2[CH:29]=[CH:30][C:23]([F:22])=[CH:24][CH:25]=2)[CH:3]=1, predict the reactants needed to synthesize it. (4) Given the product [CH3:14][C:12]1[C:11]([C:15]([F:16])([F:17])[F:18])=[CH:10][C:9]2[NH:19][C:26](=[O:45])[CH2:27][C:28]([C:30]3[CH:35]=[CH:34][CH:33]=[C:32]([C:36]4[CH:41]=[C:40]([CH3:42])[N:39]=[C:38]([NH:43][CH3:44])[N:37]=4)[CH:31]=3)=[N:7][C:8]=2[CH:13]=1, predict the reactants needed to synthesize it. The reactants are: C(OC(=O)[NH:7][C:8]1[CH:13]=[C:12]([CH3:14])[C:11]([C:15]([F:18])([F:17])[F:16])=[CH:10][C:9]=1[NH2:19])(C)(C)C.C(O[C:26](=[O:45])[CH2:27][C:28]([C:30]1[CH:35]=[CH:34][CH:33]=[C:32]([C:36]2[CH:41]=[C:40]([CH3:42])[N:39]=[C:38]([NH:43][CH3:44])[N:37]=2)[CH:31]=1)=O)(C)(C)C. (5) Given the product [F:1][C:2]1[CH:10]=[C:9]2[C:5]([CH2:6][CH2:7][NH:8][CH:11]2[CH3:12])=[CH:4][CH:3]=1, predict the reactants needed to synthesize it. The reactants are: [F:1][C:2]1[CH:10]=[CH:9][C:5]([CH2:6][CH2:7][NH2:8])=[CH:4][CH:3]=1.[C:11](Cl)(=O)[CH3:12].